Dataset: NCI-60 drug combinations with 297,098 pairs across 59 cell lines. Task: Regression. Given two drug SMILES strings and cell line genomic features, predict the synergy score measuring deviation from expected non-interaction effect. (1) Drug 1: C1CCC(CC1)NC(=O)N(CCCl)N=O. Drug 2: C(CCl)NC(=O)N(CCCl)N=O. Cell line: T-47D. Synergy scores: CSS=2.91, Synergy_ZIP=-2.30, Synergy_Bliss=0.307, Synergy_Loewe=-4.79, Synergy_HSA=-2.31. (2) Drug 1: CN1C(=O)N2C=NC(=C2N=N1)C(=O)N. Drug 2: CC12CCC3C(C1CCC2O)C(CC4=C3C=CC(=C4)O)CCCCCCCCCS(=O)CCCC(C(F)(F)F)(F)F. Cell line: SF-268. Synergy scores: CSS=0.803, Synergy_ZIP=-0.980, Synergy_Bliss=-3.57, Synergy_Loewe=-2.81, Synergy_HSA=-4.10. (3) Drug 1: CN1C2=C(C=C(C=C2)N(CCCl)CCCl)N=C1CCCC(=O)O.Cl. Drug 2: C1CCC(C(C1)N)N.C(=O)(C(=O)[O-])[O-].[Pt+4]. Cell line: SF-268. Synergy scores: CSS=13.0, Synergy_ZIP=-1.58, Synergy_Bliss=1.57, Synergy_Loewe=-6.10, Synergy_HSA=0.482. (4) Drug 1: C1=CC(=C2C(=C1NCCNCCO)C(=O)C3=C(C=CC(=C3C2=O)O)O)NCCNCCO. Drug 2: C1=CC(=CC=C1C#N)C(C2=CC=C(C=C2)C#N)N3C=NC=N3. Cell line: RPMI-8226. Synergy scores: CSS=46.1, Synergy_ZIP=4.78, Synergy_Bliss=5.39, Synergy_Loewe=-26.6, Synergy_HSA=3.45. (5) Cell line: MCF7. Synergy scores: CSS=25.7, Synergy_ZIP=-7.64, Synergy_Bliss=-8.70, Synergy_Loewe=-15.4, Synergy_HSA=-4.93. Drug 2: C1CNP(=O)(OC1)N(CCCl)CCCl. Drug 1: CC1=C(C(=O)C2=C(C1=O)N3CC4C(C3(C2COC(=O)N)OC)N4)N.